From a dataset of Reaction yield outcomes from USPTO patents with 853,638 reactions. Predict the reaction yield, written as a fraction of the theoretical maximum amount of product (1.0 means a 100% yield; for example, 0.34 means a 34% yield). The yield is 0.590. The product is [CH2:26]([NH:28][C:29](=[O:46])[NH:30][C:31]1[CH:36]=[CH:35][C:34]([C:2]2[N:3]=[C:4]([N:19]3[CH2:24][CH2:23][O:22][CH2:21][C@@H:20]3[CH3:25])[C:5]3[CH2:11][CH2:10][N:9]([C:12]([O:14][C:15]([CH3:18])([CH3:17])[CH3:16])=[O:13])[CH2:8][C:6]=3[N:7]=2)=[CH:33][CH:32]=1)[CH3:27]. The catalyst is COCCOC.CCO.O. The reactants are Cl[C:2]1[N:3]=[C:4]([N:19]2[CH2:24][CH2:23][O:22][CH2:21][C@@H:20]2[CH3:25])[C:5]2[CH2:11][CH2:10][N:9]([C:12]([O:14][C:15]([CH3:18])([CH3:17])[CH3:16])=[O:13])[CH2:8][C:6]=2[N:7]=1.[CH2:26]([NH:28][C:29](=[O:46])[NH:30][C:31]1[CH:36]=[CH:35][C:34](B2OC(C)(C)C(C)(C)O2)=[CH:33][CH:32]=1)[CH3:27].C([O-])([O-])=O.[Na+].[Na+].